Dataset: Reaction yield outcomes from USPTO patents with 853,638 reactions. Task: Predict the reaction yield, written as a fraction of the theoretical maximum amount of product (1.0 means a 100% yield; for example, 0.34 means a 34% yield). (1) The reactants are I[C:2]1[CH:3]=[CH:4][C:5]2[N:6]([CH:8]=[C:9]([NH:11][C:12]([CH:14]3[CH2:16][CH2:15]3)=[O:13])[N:10]=2)[N:7]=1.[CH3:17][C:18]1[NH:19][C:20]2[C:25]([CH:26]=1)=[CH:24][C:23]([OH:27])=[CH:22][CH:21]=2.C(=O)([O-])[O-].[K+].[K+]. The catalyst is CN(C)C=O. The product is [CH3:17][C:18]1[NH:19][C:20]2[C:25]([CH:26]=1)=[CH:24][C:23]([O:27][C:2]1[CH:3]=[CH:4][C:5]3[N:6]([CH:8]=[C:9]([NH:11][C:12]([CH:14]4[CH2:16][CH2:15]4)=[O:13])[N:10]=3)[N:7]=1)=[CH:22][CH:21]=2. The yield is 0.190. (2) The reactants are [Cl-].O[NH3+:3].[C:4](=[O:7])([O-])[OH:5].[Na+].CS(C)=O.[CH2:13]([C:17]1[N:18]=[C:19]([CH3:50])[N:20]([CH2:39][C:40]2[S:41][C:42]3[CH:48]=[CH:47][C:46]([CH3:49])=[CH:45][C:43]=3[CH:44]=2)[C:21](=[O:38])[C:22]=1[CH2:23][C:24]1[CH:29]=[CH:28][C:27]([C:30]2[C:31]([C:36]#[N:37])=[CH:32][CH:33]=[CH:34][CH:35]=2)=[CH:26][CH:25]=1)[CH2:14][CH2:15][CH3:16]. The yield is 0.350. The product is [CH2:13]([C:17]1[N:18]=[C:19]([CH3:50])[N:20]([CH2:39][C:40]2[S:41][C:42]3[CH:48]=[CH:47][C:46]([CH3:49])=[CH:45][C:43]=3[CH:44]=2)[C:21](=[O:38])[C:22]=1[CH2:23][C:24]1[CH:25]=[CH:26][C:27]([C:30]2[CH:35]=[CH:34][CH:33]=[CH:32][C:31]=2[C:36]2[NH:3][C:4](=[O:7])[O:5][N:37]=2)=[CH:28][CH:29]=1)[CH2:14][CH2:15][CH3:16]. The catalyst is C(OCC)(=O)C. (3) The reactants are [F:1][C:2]1[CH:10]=[CH:9][C:5]([C:6]([OH:8])=[O:7])=[CH:4][C:3]=1[N+:11]([O-:13])=[O:12].S(Cl)(Cl)=O.[CH3:18]O. No catalyst specified. The product is [F:1][C:2]1[CH:10]=[CH:9][C:5]([C:6]([O:8][CH3:18])=[O:7])=[CH:4][C:3]=1[N+:11]([O-:13])=[O:12]. The yield is 0.970.